Dataset: Full USPTO retrosynthesis dataset with 1.9M reactions from patents (1976-2016). Task: Predict the reactants needed to synthesize the given product. Given the product [F:26][C:21]1[CH:20]=[C:19]([O:18][C:15]([F:17])([F:16])[F:14])[CH:24]=[CH:23][C:22]=1[B:1]([OH:6])[OH:2], predict the reactants needed to synthesize it. The reactants are: [B:1](OC(C)C)([O:6]C(C)C)[O:2]C(C)C.[F:14][C:15]([O:18][C:19]1[CH:24]=[CH:23][C:22](Br)=[C:21]([F:26])[CH:20]=1)([F:17])[F:16].C([Li])CCC.